Task: Predict the reaction yield, written as a fraction of the theoretical maximum amount of product (1.0 means a 100% yield; for example, 0.34 means a 34% yield).. Dataset: Reaction yield outcomes from USPTO patents with 853,638 reactions The reactants are [CH3:1][C:2]1[CH:25]=[CH:24][CH:23]=[C:22]([CH3:26])[C:3]=1[CH2:4][NH:5][C:6]1[C:14]2[N:13]=[C:12]([CH3:15])[N:11]([CH3:16])[C:10]=2[CH:9]=[C:8]([C:17](OCC)=[O:18])[CH:7]=1.[NH2:27][CH2:28][CH2:29][OH:30]. The catalyst is O. The product is [CH3:26][C:22]1[CH:23]=[CH:24][CH:25]=[C:2]([CH3:1])[C:3]=1[CH2:4][NH:5][C:6]1[C:14]2[N:13]=[C:12]([CH3:15])[N:11]([CH3:16])[C:10]=2[CH:9]=[C:8]([C:17]([NH:27][CH2:28][CH2:29][OH:30])=[O:18])[CH:7]=1. The yield is 0.610.